Dataset: Full USPTO retrosynthesis dataset with 1.9M reactions from patents (1976-2016). Task: Predict the reactants needed to synthesize the given product. Given the product [CH3:6][O:5][C:3]([CH2:2][O:13][C:14]1[CH:15]=[C:16]([CH:21]=[CH:22][C:23]=1[N+:24]([O-:26])=[O:25])[C:17]([O:19][CH3:20])=[O:18])=[O:4], predict the reactants needed to synthesize it. The reactants are: Br[CH2:2][C:3]([O:5][CH3:6])=[O:4].C(=O)([O-])[O-].[Cs+].[Cs+].[OH:13][C:14]1[CH:15]=[C:16]([CH:21]=[CH:22][C:23]=1[N+:24]([O-:26])=[O:25])[C:17]([O:19][CH3:20])=[O:18].O.